This data is from Catalyst prediction with 721,799 reactions and 888 catalyst types from USPTO. The task is: Predict which catalyst facilitates the given reaction. Reactant: [CH3:1][O:2][C@@H:3]1[CH2:11][N:10]2[C@H:5]([CH2:6][C:7](=[O:17])[CH:8](C(OC)=O)[C:9]2=[O:12])[CH2:4]1.C(=O)([O-])O.[Na+]. Product: [CH3:1][O:2][C@@H:3]1[CH2:11][N:10]2[C@H:5]([CH2:6][C:7](=[O:17])[CH2:8][C:9]2=[O:12])[CH2:4]1. The catalyst class is: 15.